From a dataset of Catalyst prediction with 721,799 reactions and 888 catalyst types from USPTO. Predict which catalyst facilitates the given reaction. (1) Reactant: [NH2:1][C:2]1[C:3]2[CH:15]=[C:14]([CH3:16])[S:13][C:4]=2[NH:5][C:6]2[CH:12]=[CH:11][CH:10]=[CH:9][C:7]=2[N:8]=1.[CH3:17][N:18]1[CH2:23][CH2:22]N[CH2:20][CH2:19]1.C(O)CC. Product: [CH3:16][C:14]1[S:13][C:4]2[NH:5][C:6]3[CH:12]=[CH:11][CH:10]=[CH:9][C:7]=3[N:8]=[C:2]([N:1]3[CH2:22][CH2:23][N:18]([CH3:17])[CH2:19][CH2:20]3)[C:3]=2[CH:15]=1. The catalyst class is: 6. (2) Reactant: FC(F)(F)C(O)=O.C(OC([N:15]1[CH2:20][CH2:19][CH:18]([CH2:21][C:22]2[N:26]=[C:25]([CH:27]=[CH:28][C:29]3[CH:34]=[CH:33][C:32]([O:35][CH3:36])=[C:31]([O:37][CH3:38])[CH:30]=3)[O:24][N:23]=2)[CH2:17][CH2:16]1)=O)(C)(C)C. Product: [CH3:38][O:37][C:31]1[CH:30]=[C:29]([CH:28]=[CH:27][C:25]2[O:24][N:23]=[C:22]([CH2:21][CH:18]3[CH2:19][CH2:20][NH:15][CH2:16][CH2:17]3)[N:26]=2)[CH:34]=[CH:33][C:32]=1[O:35][CH3:36]. The catalyst class is: 4. (3) Reactant: C([N:8]1[CH:14]2[CH2:15][CH2:16][CH2:17][CH:9]1[CH2:10][N:11]([C:18](=[O:21])[CH2:19][CH3:20])[CH2:12][CH2:13]2)C1C=CC=CC=1. Product: [C:18]([N:11]1[CH2:12][CH2:13][CH:14]2[NH:8][CH:9]([CH2:17][CH2:16][CH2:15]2)[CH2:10]1)(=[O:21])[CH2:19][CH3:20]. The catalyst class is: 50. (4) Reactant: Br[C:2]1[CH:7]=[CH:6][CH:5]=[CH:4][C:3]=1[C:8]1[CH:13]=[CH:12][C:11]([CH2:14][N:15]2[C:19]3[CH:20]=[CH:21][CH:22]=[CH:23][C:18]=3[N:17]=[C:16]2[CH3:24])=[CH:10][CH:9]=1.[CH3:25][N:26]1[CH2:31][CH2:30][NH:29][CH2:28][CH2:27]1.C1(P(C2C=CC=CC=2)C2C=CC3C(=CC=CC=3)C=2C2C3C(=CC=CC=3)C=CC=2P(C2C=CC=CC=2)C2C=CC=CC=2)C=CC=CC=1.CC(C)([O-])C.[Na+]. Product: [CH3:24][C:16]1[N:15]([CH2:14][C:11]2[CH:12]=[CH:13][C:8]([C:3]3[CH:4]=[CH:5][CH:6]=[CH:7][C:2]=3[N:29]3[CH2:30][CH2:31][N:26]([CH3:25])[CH2:27][CH2:28]3)=[CH:9][CH:10]=2)[C:19]2[CH:20]=[CH:21][CH:22]=[CH:23][C:18]=2[N:17]=1. The catalyst class is: 164. (5) Reactant: [Si:1]([O:18][CH2:19][C:20]1[S:24][C:23]([C:25](OCC)=[O:26])=[N:22][N:21]=1)([C:14]([CH3:17])([CH3:16])[CH3:15])([C:8]1[CH:13]=[CH:12][CH:11]=[CH:10][CH:9]=1)[C:2]1[CH:7]=[CH:6][CH:5]=[CH:4][CH:3]=1.[BH4-].[Na+].[Cl-].[NH4+]. Product: [Si:1]([O:18][CH2:19][C:20]1[S:24][C:23]([CH2:25][OH:26])=[N:22][N:21]=1)([C:14]([CH3:15])([CH3:16])[CH3:17])([C:2]1[CH:7]=[CH:6][CH:5]=[CH:4][CH:3]=1)[C:8]1[CH:13]=[CH:12][CH:11]=[CH:10][CH:9]=1. The catalyst class is: 5. (6) The catalyst class is: 25. Reactant: Cl([O-])(=O)(=O)=O.[Li+].[CH:7]([NH2:10])([CH3:9])[CH3:8].[Cl:11][C:12]1[CH:21]=[CH:20][CH:19]=[C:18]2[C:13]=1[C:14](=[O:37])[N:15]([CH2:32][CH2:33][CH:34]1[CH2:36][O:35]1)[C:16]([C@@H:22]([NH:24][C:25](=[O:31])[O:26][C:27]([CH3:30])([CH3:29])[CH3:28])[CH3:23])=[N:17]2. Product: [Cl:11][C:12]1[CH:21]=[CH:20][CH:19]=[C:18]2[C:13]=1[C:14](=[O:37])[N:15]([CH2:32][CH2:33][CH:34]([OH:35])[CH2:36][NH:10][CH:7]([CH3:9])[CH3:8])[C:16]([C@@H:22]([NH:24][C:25](=[O:31])[O:26][C:27]([CH3:28])([CH3:30])[CH3:29])[CH3:23])=[N:17]2. (7) Reactant: [CH3:1][O:2][CH2:3][CH2:4][CH2:5][N:6]1[CH:10]=[CH:9][N:8]=[CH:7]1.C([Li])CCC.[Br:16]C(Br)(Br)Br.[Cl-].[NH4+]. Product: [Br:16][C:7]1[N:6]([CH2:5][CH2:4][CH2:3][O:2][CH3:1])[CH:10]=[CH:9][N:8]=1. The catalyst class is: 7.